From a dataset of NCI-60 drug combinations with 297,098 pairs across 59 cell lines. Regression. Given two drug SMILES strings and cell line genomic features, predict the synergy score measuring deviation from expected non-interaction effect. (1) Drug 1: C1C(C(OC1N2C=C(C(=O)NC2=O)F)CO)O. Drug 2: CC1=C(C=C(C=C1)NC(=O)C2=CC=C(C=C2)CN3CCN(CC3)C)NC4=NC=CC(=N4)C5=CN=CC=C5. Cell line: T-47D. Synergy scores: CSS=-0.916, Synergy_ZIP=4.38, Synergy_Bliss=3.17, Synergy_Loewe=0.739, Synergy_HSA=-3.82. (2) Cell line: CAKI-1. Drug 2: C1=NC2=C(N=C(N=C2N1C3C(C(C(O3)CO)O)F)Cl)N. Synergy scores: CSS=24.3, Synergy_ZIP=-8.79, Synergy_Bliss=-2.96, Synergy_Loewe=-3.65, Synergy_HSA=-3.39. Drug 1: CN(CC1=CN=C2C(=N1)C(=NC(=N2)N)N)C3=CC=C(C=C3)C(=O)NC(CCC(=O)O)C(=O)O.